From a dataset of Full USPTO retrosynthesis dataset with 1.9M reactions from patents (1976-2016). Predict the reactants needed to synthesize the given product. (1) Given the product [CH2:1]([O:5][C:6](=[O:26])[NH:7][CH2:8][C:9]1([C:19]2[CH:24]=[CH:23][C:22]([C:33]3[CH:32]=[CH:31][CH:30]=[C:29]([C:27]#[N:28])[CH:34]=3)=[CH:21][CH:20]=2)[CH2:14][CH2:13][N:12]([CH2:15][CH:16]2[CH2:18][CH2:17]2)[CH2:11][CH2:10]1)[CH:2]([CH3:4])[CH3:3], predict the reactants needed to synthesize it. The reactants are: [CH2:1]([O:5][C:6](=[O:26])[NH:7][CH2:8][C:9]1([C:19]2[CH:24]=[CH:23][C:22](I)=[CH:21][CH:20]=2)[CH2:14][CH2:13][N:12]([CH2:15][CH:16]2[CH2:18][CH2:17]2)[CH2:11][CH2:10]1)[CH:2]([CH3:4])[CH3:3].[C:27]([C:29]1[CH:30]=[C:31](B(O)O)[CH:32]=[CH:33][CH:34]=1)#[N:28].C([O-])([O-])=O.[Na+].[Na+].CCO. (2) Given the product [CH3:11][C:9]1[C:10]2[C:2]3[NH:1][C:26](=[O:25])[NH:24][C:22](=[O:23])[C:3]=3[S:4][C:5]=2[N:6]=[C:7]([C:12]2[CH:13]=[CH:14][C:15]([O:18][CH:19]([CH3:21])[CH3:20])=[CH:16][CH:17]=2)[N:8]=1, predict the reactants needed to synthesize it. The reactants are: [NH2:1][C:2]1[C:10]2[C:9]([CH3:11])=[N:8][C:7]([C:12]3[CH:17]=[CH:16][C:15]([O:18][CH:19]([CH3:21])[CH3:20])=[CH:14][CH:13]=3)=[N:6][C:5]=2[S:4][C:3]=1[C:22]([NH2:24])=[O:23].[O:25]=[C:26](Cl)OC(Cl)(Cl)Cl.O.